From a dataset of Catalyst prediction with 721,799 reactions and 888 catalyst types from USPTO. Predict which catalyst facilitates the given reaction. (1) Reactant: [F:1][C:2]1[CH:10]=[CH:9][CH:8]=[C:7]([NH:11][C:12]2[C:13]3[CH:38]=[CH:37][N:36](S(C4C=CC(C)=CC=4)(=O)=O)[C:14]=3[N:15]=[C:16]([NH:18][C:19]3[CH:24]=[CH:23][C:22]([N:25]4[CH2:30][CH2:29][N:28]([CH:31]([CH3:33])[CH3:32])[CH2:27][CH2:26]4)=[CH:21][C:20]=3[O:34][CH3:35])[N:17]=2)[C:3]=1[C:4]([NH2:6])=[O:5].C([O-])([O-])=O.[K+].[K+]. Product: [F:1][C:2]1[CH:10]=[CH:9][CH:8]=[C:7]([NH:11][C:12]2[N:17]=[C:16]([NH:18][C:19]3[CH:24]=[CH:23][C:22]([N:25]4[CH2:26][CH2:27][N:28]([CH:31]([CH3:33])[CH3:32])[CH2:29][CH2:30]4)=[CH:21][C:20]=3[O:34][CH3:35])[NH:15][C:14]3=[N:36][CH:37]=[CH:38][C:13]=23)[C:3]=1[C:4]([NH2:6])=[O:5]. The catalyst class is: 111. (2) Reactant: [NH:1]1[C:9]2[C:4](=[CH:5][CH:6]=[CH:7][CH:8]=2)[CH:3]=[C:2]1C(O)=O.C1(P(N=[N+]=[N-])(C2C=CC=CC=2)=[O:20])C=CC=CC=1.C([N:32]([CH2:35]C)CC)C.[NH2:37][C:38]1[CH:43]=[C:42]([Cl:44])[C:41]([CH3:45])=[CH:40][C:39]=1[S:46]([OH:49])(=[O:48])=[O:47]. Product: [Cl:44][C:42]1[C:41]([CH3:45])=[CH:40][C:39]([S:46]([OH:49])(=[O:48])=[O:47])=[C:38]([NH:37][C:35]([NH:32][C:2]2[NH:1][C:9]3[C:4]([CH:3]=2)=[CH:5][CH:6]=[CH:7][CH:8]=3)=[O:20])[CH:43]=1. The catalyst class is: 133.